From a dataset of Full USPTO retrosynthesis dataset with 1.9M reactions from patents (1976-2016). Predict the reactants needed to synthesize the given product. (1) Given the product [F:28][C:29]1[CH:30]=[CH:31][C:32]([CH2:35][C:36]2[N:23]([CH3:24])[C:22]([C:10]3[N:11]=[C:12]4[N:17]([C:18](=[O:19])[C:9]=3[OH:8])[CH2:16][CH2:15][O:14][C:13]4([CH3:20])[CH3:21])=[N:39][N:38]=2)=[CH:33][CH:34]=1, predict the reactants needed to synthesize it. The reactants are: C([O:8][C:9]1[C:18](=[O:19])[N:17]2[C:12]([C:13]([CH3:21])([CH3:20])[O:14][CH2:15][CH2:16]2)=[N:11][C:10]=1[C:22](=S)[NH:23][CH3:24])C1C=CC=CC=1.CI.[F:28][C:29]1[CH:34]=[CH:33][C:32]([CH2:35][C:36]([NH:38][NH2:39])=O)=[CH:31][CH:30]=1.CN(C=O)C. (2) Given the product [C:1]1([CH:7]([N:9]2[CH2:10][C:11]3[N:16]=[C:15]4[CH:17]=[N:18][N:19]([CH2:20][O:21][CH2:22][CH2:23][Si:24]([CH3:27])([CH3:26])[CH3:25])[C:14]4=[CH:13][C:12]=3[NH:28][C:30]2=[O:32])[CH3:8])[CH:6]=[CH:5][CH:4]=[CH:3][CH:2]=1, predict the reactants needed to synthesize it. The reactants are: [C:1]1([C@H:7]([NH:9][CH2:10][C:11]2[N:16]=[C:15]3[CH:17]=[N:18][N:19]([CH2:20][O:21][CH2:22][CH2:23][Si:24]([CH3:27])([CH3:26])[CH3:25])[C:14]3=[CH:13][C:12]=2[NH2:28])[CH3:8])[CH:6]=[CH:5][CH:4]=[CH:3][CH:2]=1.Cl[C:30](Cl)([O:32]C(=O)OC(Cl)(Cl)Cl)Cl. (3) Given the product [CH2:1]([O:8][C:9]1[CH:14]=[CH:13][N:12]([C:17]2[CH:22]=[CH:21][C:20]3[C:23]4[CH2:29][CH2:28][N:27]([C:30]([O:32][C:33]([CH3:35])([CH3:34])[CH3:36])=[O:31])[CH2:26][CH2:25][C:24]=4[O:37][C:19]=3[CH:18]=2)[C:11](=[O:15])[CH:10]=1)[C:2]1[CH:3]=[CH:4][CH:5]=[CH:6][CH:7]=1, predict the reactants needed to synthesize it. The reactants are: [CH2:1]([O:8][C:9]1[CH:14]=[CH:13][NH:12][C:11](=[O:15])[CH:10]=1)[C:2]1[CH:7]=[CH:6][CH:5]=[CH:4][CH:3]=1.Br[C:17]1[CH:22]=[CH:21][C:20]2[C:23]3[CH2:29][CH2:28][N:27]([C:30]([O:32][C:33]([CH3:36])([CH3:35])[CH3:34])=[O:31])[CH2:26][CH2:25][C:24]=3[O:37][C:19]=2[CH:18]=1.C([O-])([O-])=O.[Cs+].[Cs+].CN[C@@H]1CCCC[C@H]1NC. (4) Given the product [N+:1]([C:4]1[CH:5]=[N:6][N:7]([CH2:30][O:29][CH2:28][CH2:27][Si:24]([CH3:26])([CH3:25])[CH3:23])[CH:8]=1)([O-:3])=[O:2], predict the reactants needed to synthesize it. The reactants are: [N+:1]([C:4]1[CH:5]=[N:6][NH:7][CH:8]=1)([O-:3])=[O:2].C1(N(C)C2CCCCC2)CCCCC1.[CH3:23][Si:24]([CH2:27][CH2:28][O:29][CH2:30]Cl)([CH3:26])[CH3:25]. (5) Given the product [F:11][C:12]([F:27])([F:28])[C:13]1[CH:18]=[CH:17][C:16]([NH:19][C:20](=[O:26])[CH2:21][C@@H:22]([O:25][S:7]([CH3:6])(=[O:9])=[O:8])[CH2:23][CH3:24])=[CH:15][CH:14]=1, predict the reactants needed to synthesize it. The reactants are: O1CCCC1.[CH3:6][S:7](Cl)(=[O:9])=[O:8].[F:11][C:12]([F:28])([F:27])[C:13]1[CH:18]=[CH:17][C:16]([NH:19][C:20](=[O:26])[CH2:21][C@@H:22]([OH:25])[CH2:23][CH3:24])=[CH:15][CH:14]=1.C(N(CC)CC)C. (6) Given the product [F:30][C:21]([F:20])([C:24]1[CH:29]=[CH:28][CH:27]=[CH:26][N:25]=1)[CH2:22][NH:23][C:3]1[S:4]/[C:5](=[CH:9]\[C:10]2[CH:11]=[C:12]3[C:17](=[CH:18][CH:19]=2)[N:16]=[CH:15][CH:14]=[CH:13]3)/[C:6](=[O:8])[N:7]=1, predict the reactants needed to synthesize it. The reactants are: CS[C:3]1[S:4]/[C:5](=[CH:9]\[C:10]2[CH:11]=[C:12]3[C:17](=[CH:18][CH:19]=2)[N:16]=[CH:15][CH:14]=[CH:13]3)/[C:6](=[O:8])[N:7]=1.[F:20][C:21]([F:30])([C:24]1[CH:29]=[CH:28][CH:27]=[CH:26][N:25]=1)[CH2:22][NH2:23].CCN(C(C)C)C(C)C.